This data is from Full USPTO retrosynthesis dataset with 1.9M reactions from patents (1976-2016). The task is: Predict the reactants needed to synthesize the given product. (1) Given the product [OH:8][CH2:9][CH2:10][O:11][C:12]1[CH:13]=[CH:14][C:15]([C:29]2[NH:36][C:34](=[O:35])[C:33]3[C:32](=[CH:40][C:39]([O:41][CH3:42])=[CH:38][C:37]=3[O:43][CH3:44])[N:31]=2)=[N:16][C:17]=1[C:18]1[CH:23]=[CH:22][C:21]([S:24]([CH3:27])(=[O:26])=[O:25])=[CH:20][C:19]=1[CH3:28], predict the reactants needed to synthesize it. The reactants are: [Si]([O:8][CH2:9][CH2:10][O:11][C:12]1[CH:13]=[CH:14][C:15]([CH:29]=O)=[N:16][C:17]=1[C:18]1[CH:23]=[CH:22][C:21]([S:24]([CH3:27])(=[O:26])=[O:25])=[CH:20][C:19]=1[CH3:28])(C(C)(C)C)(C)C.[NH2:31][C:32]1[CH:40]=[C:39]([O:41][CH3:42])[CH:38]=[C:37]([O:43][CH3:44])[C:33]=1[C:34]([NH2:36])=[O:35].OS([O-])=O.[Na+].O.C1(C)C=CC(S(O)(=O)=O)=CC=1. (2) Given the product [CH2:1]([O:3][C:4]([C:6]1[CH:15]=[C:14]([O:16][CH2:17][C:18]([N:52]2[CH2:53][CH2:54][CH2:55][C@H:51]2[C:49](=[O:50])[NH:48][CH:44]2[CH2:45][CH2:46][CH2:47]2)=[O:20])[C:13]2[C:8](=[CH:9][CH:10]=[CH:11][CH:12]=2)[N:7]=1)=[O:5])[CH3:2], predict the reactants needed to synthesize it. The reactants are: [CH2:1]([O:3][C:4]([C:6]1[CH:15]=[C:14]([O:16][CH2:17][C:18]([OH:20])=O)[C:13]2[C:8](=[CH:9][CH:10]=[CH:11][CH:12]=2)[N:7]=1)=[O:5])[CH3:2].C(Cl)CCl.FC1C(O)=C(F)C(F)=C(F)C=1F.FC(F)(F)C(O)=O.[CH:44]1([NH:48][C:49]([C@@H:51]2[CH2:55][CH2:54][CH2:53][NH:52]2)=[O:50])[CH2:47][CH2:46][CH2:45]1.